From a dataset of Catalyst prediction with 721,799 reactions and 888 catalyst types from USPTO. Predict which catalyst facilitates the given reaction. (1) Reactant: [F:1][C:2]1[CH:3]=[CH:4][C:5]([OH:12])=[C:6]([CH:11]=1)[C:7]([O:9][CH3:10])=[O:8].F[C:14]1[CH:19]=[CH:18][CH:17]=[CH:16][C:15]=1[N+:20]([O-:22])=[O:21].C(=O)([O-])[O-].[Cs+].[Cs+].C(OCC)(=O)C. Product: [F:1][C:2]1[CH:3]=[CH:4][C:5]([O:12][C:14]2[CH:19]=[CH:18][CH:17]=[CH:16][C:15]=2[N+:20]([O-:22])=[O:21])=[C:6]([CH:11]=1)[C:7]([O:9][CH3:10])=[O:8]. The catalyst class is: 10. (2) Reactant: [N@:1]1([C:8]([O:10][CH2:11][C:12]2[CH:17]=[CH:16][CH:15]=[CH:14][CH:13]=2)=[O:9])[CH2:3][CH:2]1[C:4]([O:6][CH3:7])=[O:5].[CH2:18]([C@@H:22]([C@@H:37]([OH:39])[CH3:38])[C@@H:23]([CH2:26][C:27]1[CH:32]=[CH:31][C:30]([C:33]([F:36])([F:35])[F:34])=[CH:29][CH:28]=1)[CH2:24][OH:25])[CH2:19][CH2:20][CH3:21].B(F)(F)F.O(CC)CC. Product: [CH2:11]([O:10][C:8]([NH:1][C@@H:2]([CH2:3][O:25][CH2:24][C@H:23]([CH2:26][C:27]1[CH:28]=[CH:29][C:30]([C:33]([F:34])([F:35])[F:36])=[CH:31][CH:32]=1)[C@H:22]([C@@H:37]([OH:39])[CH3:38])[CH2:18][CH2:19][CH2:20][CH3:21])[C:4]([O:6][CH3:7])=[O:5])=[O:9])[C:12]1[CH:13]=[CH:14][CH:15]=[CH:16][CH:17]=1. The catalyst class is: 2. (3) Reactant: [NH2:1][C:2]1[N:7]=[C:6]([C:8]([F:11])([CH3:10])[CH3:9])[N:5]=[C:4]([NH:12][CH:13]([CH:23]2[CH2:25][CH2:24]2)[CH2:14][CH2:15][CH2:16][C:17]2[CH:22]=[CH:21][CH:20]=[CH:19][CH:18]=2)[N:3]=1.CO[CH:28](OC)[N:29]([CH3:31])[CH3:30]. Product: [CH3:28][N:29]([CH:31]=[N:1][C:2]1[N:7]=[C:6]([C:8]([F:11])([CH3:9])[CH3:10])[N:5]=[C:4]([NH:12][CH:13]([CH:23]2[CH2:24][CH2:25]2)[CH2:14][CH2:15][CH2:16][C:17]2[CH:22]=[CH:21][CH:20]=[CH:19][CH:18]=2)[N:3]=1)[CH3:30]. The catalyst class is: 11. (4) The catalyst class is: 98. Product: [O:11]=[C:2]1[CH:3]=[CH:4][C:5]2[C:10](=[CH:9][CH:8]=[CH:7][CH:6]=2)[N:1]1[CH2:58][CH2:59][N:60]1[CH2:65][CH2:64][CH:63]([NH:66][C:67](=[O:73])[O:68][C:69]([CH3:72])([CH3:71])[CH3:70])[CH2:62][CH2:61]1. Reactant: [NH:1]1[C:10]2[C:5](=[CH:6][CH:7]=[CH:8][CH:9]=2)[CH:4]=[CH:3][C:2]1=[O:11].[H-].[Na+].FC1C=C2C(C=CC(=O)N2CCN2CCC(NCC3C=CC4OCC(=O)NC=4N=3)CC2)=CC=1.FC1C=C2C(N=CC(=O)N2[CH2:58][CH2:59][N:60]2[CH2:65][CH2:64][CH:63]([NH:66][C:67](=[O:73])[O:68][C:69]([CH3:72])([CH3:71])[CH3:70])[CH2:62][CH2:61]2)=CC=1. (5) Reactant: [C:1]([O:4][C@@H:5]([CH2:8][CH2:9][C:10]1[CH:15]=[CH:14][CH:13]=[CH:12][C:11]=1[O:16]C)[CH2:6][Br:7])(=[O:3])[CH3:2].B(Br)(Br)Br. Product: [C:1]([O:4][C@@H:5]([CH2:8][CH2:9][C:10]1[CH:15]=[CH:14][CH:13]=[CH:12][C:11]=1[OH:16])[CH2:6][Br:7])(=[O:3])[CH3:2]. The catalyst class is: 2. (6) Reactant: [Si:1]([O:8][C@H:9]1[CH2:32][CH2:31][C@@:30]2([CH3:33])[C@@H:11]([CH2:12][CH2:13][C:14]3[C:15]4[C@:26]([CH3:34])([CH2:27][CH2:28][C:29]=32)[C@@H:18]([C@H:19]([CH3:25])[CH2:20][CH2:21][C:22]([OH:24])=O)[CH2:17][CH:16]=4)[C:10]1([CH3:36])[CH3:35])([C:4]([CH3:7])([CH3:6])[CH3:5])([CH3:3])[CH3:2].CN1CCOCC1.[NH2:44][C:45]1[CH:50]=[CH:49][CH:48]=[CH:47][CH:46]=1. Product: [C:45]1([NH:44][C:22](=[O:24])[CH2:21][CH2:20][C@H:19]([C@@H:18]2[C@:26]3([CH3:34])[C:15]([C:14]4[CH2:13][CH2:12][C@@H:11]5[C@:30]([C:29]=4[CH2:28][CH2:27]3)([CH3:33])[CH2:31][CH2:32][C@H:9]([O:8][Si:1]([C:4]([CH3:5])([CH3:6])[CH3:7])([CH3:3])[CH3:2])[C:10]5([CH3:36])[CH3:35])=[CH:16][CH2:17]2)[CH3:25])[CH:50]=[CH:49][CH:48]=[CH:47][CH:46]=1. The catalyst class is: 4. (7) Reactant: O.[OH-].[Li+].[CH:4]1([C@H:10]([NH:15][C:16]([C:18]2[C:27]([NH:28][C:29]([C:31]3[O:32][C:33]([C:36]4[C:41]([CH3:42])=[CH:40][C:39]([CH3:43])=[CH:38][C:37]=4[CH3:44])=[CH:34][CH:35]=3)=[O:30])=[CH:26][C:25]3[C:20](=[CH:21][CH:22]=[CH:23][CH:24]=3)[CH:19]=2)=[O:17])[C:11]([O:13]C)=[O:12])[CH2:9][CH2:8][CH2:7][CH2:6][CH2:5]1.O.Cl. Product: [CH:4]1([C@H:10]([NH:15][C:16]([C:18]2[C:27]([NH:28][C:29]([C:31]3[O:32][C:33]([C:36]4[C:37]([CH3:44])=[CH:38][C:39]([CH3:43])=[CH:40][C:41]=4[CH3:42])=[CH:34][CH:35]=3)=[O:30])=[CH:26][C:25]3[C:20](=[CH:21][CH:22]=[CH:23][CH:24]=3)[CH:19]=2)=[O:17])[C:11]([OH:13])=[O:12])[CH2:9][CH2:8][CH2:7][CH2:6][CH2:5]1. The catalyst class is: 12.